Dataset: Catalyst prediction with 721,799 reactions and 888 catalyst types from USPTO. Task: Predict which catalyst facilitates the given reaction. (1) The catalyst class is: 2. Product: [OH:6][C:7]1[CH:8]=[C:9]2[C:14](=[CH:15][CH:16]=1)[CH:13]([C:17]1[CH:18]=[CH:19][C:20]([O:23][S:24]([C:27]3[CH:32]=[CH:31][C:30]([CH3:33])=[CH:29][CH:28]=3)(=[O:26])=[O:25])=[CH:21][CH:22]=1)[N:12]([C:34](=[O:39])[C:35]([F:38])([F:37])[F:36])[CH2:11][CH2:10]2. Reactant: B(Br)(Br)Br.C[O:6][C:7]1[CH:8]=[C:9]2[C:14](=[CH:15][CH:16]=1)[CH:13]([C:17]1[CH:22]=[CH:21][C:20]([O:23][S:24]([C:27]3[CH:32]=[CH:31][C:30]([CH3:33])=[CH:29][CH:28]=3)(=[O:26])=[O:25])=[CH:19][CH:18]=1)[N:12]([C:34](=[O:39])[C:35]([F:38])([F:37])[F:36])[CH2:11][CH2:10]2.CO. (2) Reactant: C(=O)([O-])[O-].[K+].[K+].[Br:7][C:8]1[C:13]([OH:14])=[CH:12][CH:11]=[CH:10][N:9]=1.[F:15][C:16]([F:21])(Cl)C([O-])=O.[Na+]. Product: [Br:7][C:8]1[C:13]([O:14][CH:16]([F:21])[F:15])=[CH:12][CH:11]=[CH:10][N:9]=1. The catalyst class is: 18. (3) Reactant: [NH2:1][C:2]1[C:11]2[C:6](=[N:7][C:8]([C:19]3[CH:24]=[CH:23][C:22]([Cl:25])=[CH:21][C:20]=3[Cl:26])=[C:9]([C:12]3[CH:17]=[CH:16][C:15]([Cl:18])=[CH:14][CH:13]=3)[CH:10]=2)[N:5]([CH3:27])[C:4](=[O:28])[C:3]=1[CH:29]([CH3:31])[CH3:30].[H-].[Na+].I[CH3:35]. Product: [Cl:18][C:15]1[CH:14]=[CH:13][C:12]([C:9]2[CH:10]=[C:11]3[C:6](=[N:7][C:8]=2[C:19]2[CH:24]=[CH:23][C:22]([Cl:25])=[CH:21][C:20]=2[Cl:26])[N:5]([CH3:27])[C:4](=[O:28])[C:3]([CH:29]([CH3:31])[CH3:30])=[C:2]3[NH:1][CH3:35])=[CH:17][CH:16]=1. The catalyst class is: 1. (4) Reactant: CN(C)/[CH:3]=[C:4](/[C:10](=O)[CH:11]([N:13]([CH3:15])[CH3:14])[CH3:12])\[C:5]([O:7][CH2:8][CH3:9])=[O:6].[N+]([O-])(O)=O.[Cl:22][C:23]1[CH:24]=[C:25]([NH:29][C:30]([NH2:32])=[NH:31])[CH:26]=[CH:27][CH:28]=1.[O-]CC.[Na+]. Product: [Cl:22][C:23]1[CH:24]=[C:25]([NH:29][C:30]2[N:32]=[C:10]([CH:11]([N:13]([CH3:15])[CH3:14])[CH3:12])[C:4]([C:5]([O:7][CH2:8][CH3:9])=[O:6])=[CH:3][N:31]=2)[CH:26]=[CH:27][CH:28]=1. The catalyst class is: 8. (5) Reactant: [Br:1][C:2]1[C:3]2[C:4]3[CH2:25][CH2:24][N:23](C(OC(C)(C)C)=O)[CH2:22][CH2:21][C:5]=3[N:6]([CH2:11][C:12]([NH:14][C:15]3[S:16][CH:17]=[C:18]([CH3:20])[N:19]=3)=[O:13])[C:7]=2[CH:8]=[CH:9][CH:10]=1.C(C(O)=O)(F)(F)F. Product: [Br:1][C:2]1[C:3]2[C:4]3[CH2:25][CH2:24][NH:23][CH2:22][CH2:21][C:5]=3[N:6]([CH2:11][C:12]([NH:14][C:15]3[S:16][CH:17]=[C:18]([CH3:20])[N:19]=3)=[O:13])[C:7]=2[CH:8]=[CH:9][CH:10]=1. The catalyst class is: 2. (6) Reactant: C([O:5][C:6](=[O:29])[CH2:7][N:8]1[C:12]2[CH:13]=[CH:14][CH:15]=[CH:16][C:11]=2[N:10]=[C:9]1[S:17][CH2:18][C:19]1[CH:24]=[CH:23][CH:22]=[C:21]([C:25]([O:27][CH3:28])=[O:26])[CH:20]=1)(C)(C)C. Product: [CH3:28][O:27][C:25]([C:21]1[CH:20]=[C:19]([CH:24]=[CH:23][CH:22]=1)[CH2:18][S:17][C:9]1[N:8]([CH2:7][C:6]([OH:29])=[O:5])[C:12]2[CH:13]=[CH:14][CH:15]=[CH:16][C:11]=2[N:10]=1)=[O:26]. The catalyst class is: 631.